Dataset: Reaction yield outcomes from USPTO patents with 853,638 reactions. Task: Predict the reaction yield, written as a fraction of the theoretical maximum amount of product (1.0 means a 100% yield; for example, 0.34 means a 34% yield). The catalyst is COCCOC.CCOC(C)=O.CN(C=O)C. The product is [OH:1][CH:2]([C:5]1[CH:10]=[C:9]([I:11])[N:8]([CH2:18][C:19]#[C:20][CH2:21][CH3:22])[C:7](=[O:12])[C:6]=1[CH3:13])[CH2:3][CH3:4]. The reactants are [OH:1][CH:2]([C:5]1[CH:10]=[C:9]([I:11])[NH:8][C:7](=[O:12])[C:6]=1[CH3:13])[CH2:3][CH3:4].[H-].[Na+].[Li+].[Br-].[CH2:18](Br)[C:19]#[C:20][CH2:21][CH3:22]. The yield is 0.660.